From a dataset of Reaction yield outcomes from USPTO patents with 853,638 reactions. Predict the reaction yield, written as a fraction of the theoretical maximum amount of product (1.0 means a 100% yield; for example, 0.34 means a 34% yield). (1) The reactants are [CH3:1][C:2]1[CH2:7][CH2:6][C@@H:5]([C:8]([CH3:10])=[CH2:9])[CH2:4][CH:3]=1. The catalyst is [Ni].CO. The product is [C:2]1([CH3:1])[CH2:7][CH2:6][CH:5]([CH:8]([CH3:10])[CH3:9])[CH2:4][CH:3]=1. The yield is 0.780. (2) The reactants are [F:1][C:2]([F:15])([F:14])[S:3]([O:6]S(C(F)(F)F)(=O)=O)(=[O:5])=[O:4].[Cl:16][C:17]1[CH:22]=[CH:21][C:20]2=[N:23][C:24]3[C:37]4[CH:36]=[CH:35][CH:34]=[CH:33][C:32]=4[N:31]([CH3:38])[C:30]4[C:25]=3[C:26]([CH:27]=[C:28](O)[CH:29]=4)=[C:19]2[CH:18]=1. The catalyst is C(Cl)Cl. The product is [Cl:16][C:17]1[CH:22]=[CH:21][C:20]2=[N:23][C:24]3[C:37]4[CH:36]=[CH:35][CH:34]=[CH:33][C:32]=4[N:31]([CH3:38])[C:30]4[C:25]=3[C:26]([CH:27]=[C:28]([O:6][S:3]([C:2]([F:15])([F:14])[F:1])(=[O:5])=[O:4])[CH:29]=4)=[C:19]2[CH:18]=1. The yield is 0.670.